From a dataset of CYP2D6 inhibition data for predicting drug metabolism from PubChem BioAssay. Regression/Classification. Given a drug SMILES string, predict its absorption, distribution, metabolism, or excretion properties. Task type varies by dataset: regression for continuous measurements (e.g., permeability, clearance, half-life) or binary classification for categorical outcomes (e.g., BBB penetration, CYP inhibition). Dataset: cyp2d6_veith. (1) The compound is Nc1c(OCC(=O)O)ccc2cc(S(=O)(=O)O)ccc12. The result is 0 (non-inhibitor). (2) The molecule is CC(C)=C[C@H]1[C@@H](COC(=O)c2cc3c(cc2Cl)OCO3)C1(C)C. The result is 0 (non-inhibitor). (3) The molecule is CS(=O)(=O)N1CCC[C@@]2(CCN(C(=O)Nc3cccc(F)c3)C2)C1. The result is 0 (non-inhibitor). (4) The result is 0 (non-inhibitor). The compound is COc1ccc(N=Cc2ccc(CNS(=O)(=O)c3ccc(Cl)cc3)o2)cc1. (5) The drug is O=c1[nH][nH]c(C(F)(F)F)c1C=Nc1ccc(Cl)cc1. The result is 0 (non-inhibitor). (6) The compound is N=C(N)SCCc1ccccn1. The result is 0 (non-inhibitor). (7) The compound is COc1ccc(-c2nc(N)c3ncn([C@H]4O[C@@H](CO)[C@@H](O)[C@@H]4O)c3n2)cc1. The result is 0 (non-inhibitor).